This data is from Catalyst prediction with 721,799 reactions and 888 catalyst types from USPTO. The task is: Predict which catalyst facilitates the given reaction. (1) Reactant: Br[C:2]1[CH:3]=[CH:4][C:5]2[N:6]([CH:8]=[C:9]([NH:11][C:12]3[C:17]([O:18][CH3:19])=[CH:16][C:15]([S:20]([CH3:23])(=[O:22])=[O:21])=[CH:14][N:13]=3)[N:10]=2)[CH:7]=1.[F:24][C:25]1[CH:30]=[CH:29][C:28]([CH:31]([CH3:44])[C:32]([NH:34][C:35]2[CH:40]=[CH:39][C:38](B(O)O)=[CH:37][CH:36]=2)=[O:33])=[CH:27][CH:26]=1.C(=O)([O-])[O-].[K+].[K+]. Product: [F:24][C:25]1[CH:26]=[CH:27][C:28]([C@@H:31]([CH3:44])[C:32]([NH:34][C:35]2[CH:36]=[CH:37][C:38]([C:2]3[CH:3]=[CH:4][C:5]4[N:6]([CH:8]=[C:9]([NH:11][C:12]5[C:17]([O:18][CH3:19])=[CH:16][C:15]([S:20]([CH3:23])(=[O:22])=[O:21])=[CH:14][N:13]=5)[N:10]=4)[CH:7]=3)=[CH:39][CH:40]=2)=[O:33])=[CH:29][CH:30]=1. The catalyst class is: 622. (2) The catalyst class is: 3. Reactant: [Cl:1][C:2]1[N:7]=[C:6](Cl)[C:5](F)=[CH:4][N:3]=1.[N+:10]([C:13]1[CH:14]=[C:15]([CH:18]=[CH:19][CH:20]=1)[CH:16]=[O:17])([O-:12])=[O:11].[Br-].C([N:24]1[CH:28]=[CH:27][N+:26](C)=[CH:25]1)C.[H-].[Na+]. Product: [Cl:1][C:2]1[N:7]=[C:6]2[C:5]([N:26]=[CH:25][N:24]2[CH:28]2[CH2:27][CH2:14][CH2:15][CH2:16][O:17]2)=[C:4]([C:16]([C:15]2[CH:18]=[CH:19][CH:20]=[C:13]([N+:10]([O-:12])=[O:11])[CH:14]=2)=[O:17])[N:3]=1. (3) Reactant: COC1C=CC(C[N:8]2[C:16]3[C:15](=[O:17])[N:14]4[C:18]([CH3:21])=[N:19][N:20]=[C:13]4[N:12]([CH2:22][CH2:23][CH2:24][CH2:25][CH3:26])[C:11]=3[N:10]=[C:9]2[C:27]2[CH:28]=[N:29][N:30]([CH3:32])[CH:31]=2)=CC=1. Product: [CH3:21][C:18]1[N:14]2[C:15](=[O:17])[C:16]3[NH:8][C:9]([C:27]4[CH:28]=[N:29][N:30]([CH3:32])[CH:31]=4)=[N:10][C:11]=3[N:12]([CH2:22][CH2:23][CH2:24][CH2:25][CH3:26])[C:13]2=[N:20][N:19]=1. The catalyst class is: 55. (4) Reactant: [CH3:1][O:2][C:3](=[O:34])[CH2:4][O:5][C:6]1[CH:15]=[CH:14][C:13]([F:16])=[C:12]2[C:7]=1[C:8](=[O:33])[C:9]([CH2:19][C:20]1[CH:25]=[CH:24][C:23]([C:26]([N:28]3[CH2:32][CH2:31][CH2:30][CH2:29]3)=[O:27])=[CH:22][CH:21]=1)=[C:10]([CH2:17][CH3:18])[NH:11]2.CN(C)C=O.C(=O)([O-])[O-].[K+].[K+].Cl[C:47](OC(=O)C)([F:49])[F:48]. Product: [CH3:1][O:2][C:3](=[O:34])[CH2:4][O:5][C:6]1[CH:15]=[CH:14][C:13]([F:16])=[C:12]2[C:7]=1[C:8]([O:33][CH:47]([F:49])[F:48])=[C:9]([CH2:19][C:20]1[CH:21]=[CH:22][C:23]([C:26]([N:28]3[CH2:29][CH2:30][CH2:31][CH2:32]3)=[O:27])=[CH:24][CH:25]=1)[C:10]([CH2:17][CH3:18])=[N:11]2. The catalyst class is: 6. (5) Reactant: [OH-].[Na+].[Cl:3][C:4]1[CH:29]=[CH:28][CH:27]=[CH:26][C:5]=1[O:6][C:7]1[C:12]([C:13]([O:15]CC)=[O:14])=[CH:11][N:10]=[C:9]([C:18]2[CH:23]=[CH:22][C:21]([CH3:24])=[C:20]([F:25])[CH:19]=2)[N:8]=1. Product: [Cl:3][C:4]1[CH:29]=[CH:28][CH:27]=[CH:26][C:5]=1[O:6][C:7]1[C:12]([C:13]([OH:15])=[O:14])=[CH:11][N:10]=[C:9]([C:18]2[CH:23]=[CH:22][C:21]([CH3:24])=[C:20]([F:25])[CH:19]=2)[N:8]=1. The catalyst class is: 199. (6) Product: [Cl:1][C:2]1[C:11]([CH:12]2[O:18][CH2:17][CH2:16][O:13]2)=[CH:10][C:9]2[C:4](=[CH:5][CH:6]=[C:7]([O:14][CH3:15])[CH:8]=2)[N:3]=1. The catalyst class is: 11. Reactant: [Cl:1][C:2]1[C:11]([CH:12]=[O:13])=[CH:10][C:9]2[C:4](=[CH:5][CH:6]=[C:7]([O:14][CH3:15])[CH:8]=2)[N:3]=1.[CH2:16](O)[CH2:17][OH:18].O.C1(C)C=CC(S(O)(=O)=O)=CC=1. (7) The catalyst class is: 7. Product: [Cl:14][CH:15]([C:19]1[CH:24]=[CH:23][CH:22]=[CH:21][CH:20]=1)[C:16]([NH:13][C:2]1[S:1][C:5]2[C:6]3[CH:12]=[N:11][N:10]([C:16](=[O:32])[CH:15]([Cl:14])[C:31]4[CH:30]=[CH:21][CH:20]=[CH:19][CH:24]=4)[C:7]=3[CH:8]=[CH:9][C:4]=2[N:3]=1)=[O:17]. Reactant: [S:1]1[C:5]2[C:6]3[CH:12]=[N:11][NH:10][C:7]=3[CH:8]=[CH:9][C:4]=2[N:3]=[C:2]1[NH2:13].[Cl:14][CH:15]([C:19]1[CH:24]=[CH:23][CH:22]=[CH:21][CH:20]=1)[C:16](Cl)=[O:17].C(N([CH2:30][CH3:31])CC)C.[OH2:32].